Task: Predict which catalyst facilitates the given reaction.. Dataset: Catalyst prediction with 721,799 reactions and 888 catalyst types from USPTO (1) Reactant: [CH3:1][C:2]([CH3:9])([CH3:8])[C:3](=O)[CH2:4][C:5]#[N:6].[NH2:10][NH2:11].O. Product: [C:2]([C:3]1[CH:4]=[C:5]([NH2:6])[NH:11][N:10]=1)([CH3:9])([CH3:8])[CH3:1]. The catalyst class is: 14. (2) Reactant: [NH2:1][CH2:2][C@H:3]1[CH2:6][C@H:5]([N:7]2[C:11]3[N:12]=[CH:13][N:14]=[C:15]([NH2:16])[C:10]=3[C:9]([C:17]3[CH:22]=[CH:21][CH:20]=[C:19]([O:23][CH2:24][C:25]4[CH:30]=[CH:29][CH:28]=[CH:27][CH:26]=4)[CH:18]=3)=[CH:8]2)[CH2:4]1.[C:31](OC(=O)C)(=[O:33])[CH3:32]. Product: [NH2:16][C:15]1[C:10]2[C:9]([C:17]3[CH:22]=[CH:21][CH:20]=[C:19]([O:23][CH2:24][C:25]4[CH:30]=[CH:29][CH:28]=[CH:27][CH:26]=4)[CH:18]=3)=[CH:8][N:7]([C@H:5]3[CH2:4][C@H:3]([CH2:2][NH:1][C:31](=[O:33])[CH3:32])[CH2:6]3)[C:11]=2[N:12]=[CH:13][N:14]=1. The catalyst class is: 9. (3) Reactant: [C:1]([C:4]1[CH:5]=[C:6]([CH:8]=[CH:9][CH:10]=1)[NH2:7])(=[O:3])[CH3:2].[CH3:11][N:12]=[C:13]=[S:14].NC(N)=S.[CH3:19][C:20]1[C:21](=[O:31])[C:22]2[C:27]([C:28](=O)[CH:29]=1)=[CH:26][CH:25]=[CH:24][CH:23]=2.[ClH:32]. Product: [Cl-:32].[C:1]([C:4]1[CH:5]=[C:6]([NH:7][C:13]2[S:14][C:29]3[C:20]([CH3:19])=[C:21]([OH:31])[C:22]4[C:27](=[CH:26][CH:25]=[CH:24][CH:23]=4)[C:28]=3[N+:12]=2[CH3:11])[CH:8]=[CH:9][CH:10]=1)(=[O:3])[CH3:2]. The catalyst class is: 8. (4) Reactant: [F:1][C:2]1[CH:24]=[CH:23][C:5]([CH2:6][NH:7][C:8]([C:10]2[C:19]([OH:20])=[C:18]3[C:13]([CH:14]=[CH:15][CH:16]=[N:17]3)=[C:12]([NH:21][CH3:22])[N:11]=2)=[O:9])=[CH:4][CH:3]=1.[CH3:25][Si](C=[N+]=[N-])(C)C. Product: [F:1][C:2]1[CH:3]=[CH:4][C:5]([CH2:6][NH:7][C:8]([C:10]2[C:19]([O:20][CH3:25])=[C:18]3[C:13]([CH:14]=[CH:15][CH:16]=[N:17]3)=[C:12]([NH:21][CH3:22])[N:11]=2)=[O:9])=[CH:23][CH:24]=1. The catalyst class is: 100. (5) Reactant: [NH2:1][C@@H:2]([CH2:17][C:18]1[C:26]2[C:21](=[CH:22][CH:23]=[CH:24][CH:25]=2)[NH:20][CH:19]=1)[C:3]([NH:5][C@H:6]([CH2:10][S:11][S:12][C:13]([CH3:16])([CH3:15])[CH3:14])[C:7]([OH:9])=[O:8])=[O:4].C(N(C(C)C)C(C)C)C.[C:36](OC(=O)C)(=[O:38])[CH3:37]. Product: [C:36]([NH:1][C@@H:2]([CH2:17][C:18]1[C:26]2[C:21](=[CH:22][CH:23]=[CH:24][CH:25]=2)[NH:20][CH:19]=1)[C:3]([NH:5][C@H:6]([CH2:10][S:11][S:12][C:13]([CH3:14])([CH3:16])[CH3:15])[C:7]([OH:9])=[O:8])=[O:4])(=[O:38])[CH3:37]. The catalyst class is: 2. (6) Reactant: [F:1][CH:2]([F:41])[C:3]1[C:8]([F:9])=[C:7]([S:10](=[O:19])(=[O:18])[NH:11][C@@H:12]([CH3:17])[C:13]([F:16])([F:15])[F:14])[CH:6]=[CH:5][C:4]=1[C:20]1[S:24][C:23]([C:25]2[CH:29]=[C:28]([CH2:30][C:31]([CH3:37])([CH3:36])[C:32]([O:34][CH3:35])=[O:33])[O:27][N:26]=2)=[N:22][C:21]=1[C:38](O)=[O:39].CN(C(ON1N=NC2C=CC=NC1=2)=[N+](C)C)C.F[P-](F)(F)(F)(F)F.[F:66][C:67]1([F:73])[CH2:72][CH2:71][NH:70][CH2:69][CH2:68]1. Product: [F:41][CH:2]([F:1])[C:3]1[C:8]([F:9])=[C:7]([S:10](=[O:19])(=[O:18])[NH:11][C@@H:12]([CH3:17])[C:13]([F:14])([F:16])[F:15])[CH:6]=[CH:5][C:4]=1[C:20]1[S:24][C:23]([C:25]2[CH:29]=[C:28]([CH2:30][C:31]([CH3:36])([CH3:37])[C:32]([O:34][CH3:35])=[O:33])[O:27][N:26]=2)=[N:22][C:21]=1[C:38]([N:70]1[CH2:71][CH2:72][C:67]([F:73])([F:66])[CH2:68][CH2:69]1)=[O:39]. The catalyst class is: 44. (7) Reactant: C([O:8][C:9]([C:11]1[CH:20]=[CH:19][C:14]([C:15]([O:17][CH3:18])=[O:16])=[C:13]([F:21])[CH:12]=1)=[O:10])C1C=CC=CC=1. Product: [F:21][C:13]1[CH:12]=[C:11]([CH:20]=[CH:19][C:14]=1[C:15]([O:17][CH3:18])=[O:16])[C:9]([OH:10])=[O:8]. The catalyst class is: 178.